Task: Regression. Given a peptide amino acid sequence and an MHC pseudo amino acid sequence, predict their binding affinity value. This is MHC class I binding data.. Dataset: Peptide-MHC class I binding affinity with 185,985 pairs from IEDB/IMGT (1) The binding affinity (normalized) is 0. The peptide sequence is VVLQQHSIAY. The MHC is HLA-A31:01 with pseudo-sequence HLA-A31:01. (2) The peptide sequence is LPLIVDTAA. The MHC is HLA-B07:02 with pseudo-sequence HLA-B07:02. The binding affinity (normalized) is 0.200. (3) The peptide sequence is GTFKKSGAI. The MHC is HLA-A32:01 with pseudo-sequence HLA-A32:01. The binding affinity (normalized) is 0.214. (4) The MHC is HLA-A02:03 with pseudo-sequence HLA-A02:03. The peptide sequence is YLRQRQAAL. The binding affinity (normalized) is 0.851.